The task is: Predict the product of the given reaction.. This data is from Forward reaction prediction with 1.9M reactions from USPTO patents (1976-2016). (1) Given the reactants [N:1]1([C:6]2[CH:7]=[N:8][C:9]([N:12]3[CH2:17][CH2:16][CH2:15][C:14]4(CCNCC4)[CH2:13]3)=[N:10][CH:11]=2)[CH:5]=[N:4][N:3]=[N:2]1.[CH2:23]1[C:27]2(C[CH2:25][N:24](C(OC(C)(C)C)=O)[CH2:23][CH2:27]2)C[CH2:25][NH:24]1.ClC1N=CC([N+]([O-])=O)=CN=1, predict the reaction product. The product is: [N:1]1([C:6]2[CH:11]=[N:10][C:9]([N:12]3[CH2:13][CH2:14][C:15]4([CH2:25][NH:24][CH2:23][CH2:27]4)[CH2:16][CH2:17]3)=[N:8][CH:7]=2)[CH:5]=[N:4][N:3]=[N:2]1. (2) Given the reactants [CH2:1]([N:3]([CH2:15][CH2:16][C:17]1[CH:22]=[CH:21][CH:20]=[CH:19][N:18]=1)[C:4](=[O:14])[CH2:5][CH2:6][C:7]1[CH:12]=[CH:11][C:10]([OH:13])=[CH:9][CH:8]=1)[CH3:2].Br[CH2:24][C:25]1[CH:34]=[CH:33][CH:32]=[CH:31][C:26]=1[C:27]([O:29][CH3:30])=[O:28].C(=O)([O-])[O-].[K+].[K+].C(O)C(N)(CO)CO, predict the reaction product. The product is: [CH2:1]([N:3]([CH2:15][CH2:16][C:17]1[CH:22]=[CH:21][CH:20]=[CH:19][N:18]=1)[C:4](=[O:14])[CH2:5][CH2:6][C:7]1[CH:12]=[CH:11][C:10]([O:13][CH2:24][C:25]2[CH:34]=[CH:33][CH:32]=[CH:31][C:26]=2[C:27]([O:29][CH3:30])=[O:28])=[CH:9][CH:8]=1)[CH3:2].